From a dataset of Forward reaction prediction with 1.9M reactions from USPTO patents (1976-2016). Predict the product of the given reaction. (1) The product is: [CH2:1]([O:3][C:4]1[C:13]([NH:14][C:15]([N:35]2[CH2:34][CH2:33][N:32]([C:27]3[CH:26]=[C:25]([F:24])[CH:30]=[C:29]([F:31])[CH:28]=3)[CH2:37][CH2:36]2)=[O:23])=[N:12][C:11]2[C:6](=[CH:7][CH:8]=[CH:9][CH:10]=2)[N:5]=1)[CH3:2]. Given the reactants [CH2:1]([O:3][C:4]1[C:13]([NH:14][C:15](=[O:23])OC2C=CC=CC=2)=[N:12][C:11]2[C:6](=[CH:7][CH:8]=[CH:9][CH:10]=2)[N:5]=1)[CH3:2].[F:24][C:25]1[CH:26]=[C:27]([N:32]2[CH2:37][CH2:36][NH:35][CH2:34][CH2:33]2)[CH:28]=[C:29]([F:31])[CH:30]=1, predict the reaction product. (2) Given the reactants [Cl:1][C:2]1[CH:7]=[CH:6][CH:5]=[CH:4][C:3]=1B(O)O.[F:11][C:12]1[CH:13]=[C:14]([CH:24]([NH:26][C:27]([C:29]2[N:30]=[C:31](Cl)[O:32][CH:33]=2)=[O:28])[CH3:25])[CH:15]=[C:16]([F:23])[C:17]=1[NH:18][S:19]([CH3:22])(=[O:21])=[O:20].C([O-])([O-])=O.[Cs+].[Cs+], predict the reaction product. The product is: [F:23][C:16]1[CH:15]=[C:14]([CH:24]([NH:26][C:27]([C:29]2[N:30]=[C:31]([C:3]3[CH:4]=[CH:5][CH:6]=[CH:7][C:2]=3[Cl:1])[O:32][CH:33]=2)=[O:28])[CH3:25])[CH:13]=[C:12]([F:11])[C:17]=1[NH:18][S:19]([CH3:22])(=[O:21])=[O:20]. (3) The product is: [Cl:1][C:2]1[CH:3]=[CH:4][C:5]([S:8]([N:11]([CH2:20][C:21]2[CH:30]=[CH:29][C:24]([C:25]([O:27][CH3:28])=[O:26])=[CH:23][CH:22]=2)[CH2:12][CH:13]2[CH2:18][CH2:17][O:16][CH2:15][CH2:14]2)(=[O:9])=[O:10])=[CH:6][CH:7]=1. Given the reactants [Cl:1][C:2]1[CH:7]=[CH:6][C:5]([S:8]([NH:11][CH2:12][CH:13]2[CH2:18][CH2:17][O:16][CH2:15][CH2:14]2)(=[O:10])=[O:9])=[CH:4][CH:3]=1.Br[CH2:20][C:21]1[CH:30]=[CH:29][C:24]([C:25]([O:27][CH3:28])=[O:26])=[CH:23][CH:22]=1.C(=O)([O-])[O-].[Cs+].[Cs+].O, predict the reaction product. (4) Given the reactants [C:1]([O:5][C:6]([N:8]1[CH2:12][CH2:11][CH2:10][CH:9]1[C:13]1[N:14]([CH2:19][O:20][CH2:21][CH2:22][Si:23]([CH3:26])([CH3:25])[CH3:24])[C:15](Br)=[CH:16][N:17]=1)=[O:7])([CH3:4])([CH3:3])[CH3:2].[Li]CCCC.[Cl-].[NH4+].[C:34](=O)(O)[O-:35].[Na+], predict the reaction product. The product is: [C:1]([O:5][C:6]([N:8]1[CH2:12][CH2:11][CH2:10][CH:9]1[C:13]1[N:14]([CH2:19][O:20][CH2:21][CH2:22][Si:23]([CH3:26])([CH3:25])[CH3:24])[C:15]([CH:34]=[O:35])=[CH:16][N:17]=1)=[O:7])([CH3:4])([CH3:3])[CH3:2]. (5) Given the reactants [CH:1]([C:4]1[CH:9]=[CH:8][C:7]([CH:10]2[C:14]3[C:15]([CH3:22])=[C:16]([NH2:21])[C:17]([CH3:20])=[C:18]([CH3:19])[C:13]=3[O:12][C:11]2([CH3:24])[CH3:23])=[CH:6][CH:5]=1)([CH3:3])[CH3:2].[F:25][C:26]1[CH:34]=[CH:33][C:29]([C:30](Cl)=[O:31])=[CH:28][CH:27]=1.C(OCC)(=O)C.CCCCCC, predict the reaction product. The product is: [F:25][C:26]1[CH:34]=[CH:33][C:29]([C:30]([NH:21][C:16]2[C:17]([CH3:20])=[C:18]([CH3:19])[C:13]3[O:12][C:11]([CH3:24])([CH3:23])[CH:10]([C:7]4[CH:8]=[CH:9][C:4]([CH:1]([CH3:3])[CH3:2])=[CH:5][CH:6]=4)[C:14]=3[C:15]=2[CH3:22])=[O:31])=[CH:28][CH:27]=1.